This data is from Reaction yield outcomes from USPTO patents with 853,638 reactions. The task is: Predict the reaction yield, written as a fraction of the theoretical maximum amount of product (1.0 means a 100% yield; for example, 0.34 means a 34% yield). The reactants are [CH3:1][O:2][CH2:3][C@H:4]1[CH2:8][N:7]([C:9]([O:11][C:12]([CH3:15])([CH3:14])[CH3:13])=[O:10])[C@H:6]([C:16]2[NH:20][C:19]3[C:21]4[C:26]([CH:27]=[CH:28][C:18]=3[N:17]=2)=[CH:25][C:24]2[C:29]3[C:34]([CH2:35][O:36][C:23]=2[CH:22]=4)=[CH:33][C:32](B2OC(C)(C)C(C)(C)O2)=[CH:31][CH:30]=3)[CH2:5]1.Br[C:47]1[NH:51][C:50]([C@@H:52]2[CH2:56][CH2:55][CH2:54][N:53]2[C:57](=[O:67])[C@@H:58]([NH:62][C:63](=[O:66])[O:64][CH3:65])[CH:59]([CH3:61])[CH3:60])=[N:49][CH:48]=1.C(=O)([O-])[O-].[K+].[K+]. The catalyst is COCCOC.CN(C)C=O.C1C=CC([P]([Pd]([P](C2C=CC=CC=2)(C2C=CC=CC=2)C2C=CC=CC=2)([P](C2C=CC=CC=2)(C2C=CC=CC=2)C2C=CC=CC=2)[P](C2C=CC=CC=2)(C2C=CC=CC=2)C2C=CC=CC=2)(C2C=CC=CC=2)C2C=CC=CC=2)=CC=1.C1C=CC(P(C2C=CC=CC=2)[C-]2C=CC=C2)=CC=1.C1C=CC(P(C2C=CC=CC=2)[C-]2C=CC=C2)=CC=1.Cl[Pd]Cl.[Fe+2]. The product is [CH3:65][O:64][C:63]([NH:62][C@@H:58]([CH:59]([CH3:61])[CH3:60])[C:57]([N:53]1[CH2:54][CH2:55][CH2:56][C@H:52]1[C:50]1[NH:51][C:47]([C:32]2[CH:33]=[C:34]3[CH2:35][O:36][C:23]4[CH:22]=[C:21]5[C:26]([CH:27]=[CH:28][C:18]6[N:17]=[C:16]([C@@H:6]7[CH2:5][C@@H:4]([CH2:3][O:2][CH3:1])[CH2:8][N:7]7[C:9]([O:11][C:12]([CH3:13])([CH3:14])[CH3:15])=[O:10])[NH:20][C:19]=65)=[CH:25][C:24]=4[C:29]3=[CH:30][CH:31]=2)=[CH:48][N:49]=1)=[O:67])=[O:66]. The yield is 0.450.